Dataset: Full USPTO retrosynthesis dataset with 1.9M reactions from patents (1976-2016). Task: Predict the reactants needed to synthesize the given product. (1) Given the product [C:9]([NH2:8])(=[O:17])[C:10]1[CH:5]=[CH:6][CH:7]=[CH:12][CH:11]=1, predict the reactants needed to synthesize it. The reactants are: CNCC[C:5]#[C:6][C:7]1[CH:12]=[CH:11][CH:10]=[CH:9][N:8]=1.ClC1C=CC=C(Cl)C=1C(Cl)=[O:17]. (2) Given the product [Cl:25][C:26]1[CH:34]=[CH:33][CH:32]=[C:31]([Cl:35])[C:27]=1[C:28]([NH:1][C:2]1[CH:7]=[CH:6][C:5]([N:8]2[C:14](=[O:15])[CH2:13][C:12](=[O:16])[NH:11][C:10]3[C:17]4[C:22]([CH:23]=[CH:24][C:9]2=3)=[CH:21][CH:20]=[CH:19][CH:18]=4)=[CH:4][CH:3]=1)=[O:29], predict the reactants needed to synthesize it. The reactants are: [NH2:1][C:2]1[CH:7]=[CH:6][C:5]([N:8]2[C:14](=[O:15])[CH2:13][C:12](=[O:16])[NH:11][C:10]3[C:17]4[C:22]([CH:23]=[CH:24][C:9]2=3)=[CH:21][CH:20]=[CH:19][CH:18]=4)=[CH:4][CH:3]=1.[Cl:25][C:26]1[CH:34]=[CH:33][CH:32]=[C:31]([Cl:35])[C:27]=1[C:28](Cl)=[O:29].C(NC1C=CC(N2C(=O)CC(=O)NC3C4C(C=CC2=3)=CC=CC=4)=CC=1)(=O)C1C=CC=CC=1. (3) Given the product [Cl:14][CH2:15][C:16]([N:11]1[CH2:10][CH2:9][S:8][C:7]2[CH:12]=[CH:13][C:4]([N+:1]([O-:3])=[O:2])=[CH:5][C:6]1=2)=[O:17], predict the reactants needed to synthesize it. The reactants are: [N+:1]([C:4]1[CH:13]=[CH:12][C:7]2[S:8][CH2:9][CH2:10][NH:11][C:6]=2[CH:5]=1)([O-:3])=[O:2].[Cl:14][CH2:15][C:16](Cl)=[O:17]. (4) Given the product [Cl:33][C:32]1[C:24]2[S:23][C:21]3[N:22]=[C:15]4[CH2:14][CH2:13][CH:12]([CH3:11])[CH2:18][CH2:17][N:16]4[C:19](=[O:31])[C:20]=3[C:25]=2[CH2:26][CH2:27][C:28]=1[CH:29]=[O:30], predict the reactants needed to synthesize it. The reactants are: O=P(Cl)(Cl)Cl.CN(C=O)C.[CH3:11][CH:12]1[CH2:18][CH2:17][N:16]2[C:19](=[O:31])[C:20]3[C:25]4[CH2:26][CH2:27][CH2:28][C:29](=[O:30])[C:24]=4[S:23][C:21]=3[N:22]=[C:15]2[CH2:14][CH2:13]1.[CH:32](Cl)(Cl)[Cl:33]. (5) Given the product [NH2:37][C:9]1[CH:10]=[C:11]2[C:6](=[CH:7][C:8]=1[O:22][CH2:23][CH3:24])[N:5]=[CH:4][C:3]([C:1]#[N:2])=[C:12]2[NH:13][C:14]1[CH:19]=[CH:18][C:17]([F:20])=[C:16]([Cl:21])[CH:15]=1, predict the reactants needed to synthesize it. The reactants are: [C:1]([C:3]1[CH2:4][N:5](N2C(=O)C3=CC=CC=C3C2=O)[C:6]2[C:11]([C:12]=1[NH:13][C:14]1[CH:19]=[CH:18][C:17]([F:20])=[C:16]([Cl:21])[CH:15]=1)=[CH:10][CH:9]=[C:8]([O:22][CH2:23][CH3:24])[CH:7]=2)#[N:2].[OH-].[NH4+:37].